This data is from Forward reaction prediction with 1.9M reactions from USPTO patents (1976-2016). The task is: Predict the product of the given reaction. (1) Given the reactants Cl[C:2]1[N:7]=[C:6]([CH3:8])[N:5]=[C:4]([N:9]2[CH2:17][C:16]3[C:11](=[CH:12][CH:13]=[C:14]([C:18]([NH:20][CH2:21][C:22]4[CH:27]=[CH:26][CH:25]=[CH:24][C:23]=4[C:28]([F:31])([F:30])[F:29])=[O:19])[CH:15]=3)[CH2:10]2)[CH:3]=1.[CH3:32][NH2:33].CCO, predict the reaction product. The product is: [CH3:8][C:6]1[N:5]=[C:4]([N:9]2[CH2:17][C:16]3[C:11](=[CH:12][CH:13]=[C:14]([C:18]([NH:20][CH2:21][C:22]4[CH:27]=[CH:26][CH:25]=[CH:24][C:23]=4[C:28]([F:31])([F:30])[F:29])=[O:19])[CH:15]=3)[CH2:10]2)[CH:3]=[C:2]([NH:33][CH3:32])[N:7]=1. (2) Given the reactants [CH2:1]([C:6]1[N:7]=[C:8]([NH2:11])[S:9][CH:10]=1)[CH2:2][CH2:3][CH2:4][CH3:5].[Cl:12][C:13]1[CH:18]=[C:17]([Cl:19])[CH:16]=[C:15]([CH3:20])[C:14]=1[S:21](Cl)(=[O:23])=[O:22], predict the reaction product. The product is: [Cl:12][C:13]1[CH:18]=[C:17]([Cl:19])[CH:16]=[C:15]([CH3:20])[C:14]=1[S:21]([NH:11][C:8]1[S:9][CH:10]=[C:6]([CH2:1][CH2:2][CH2:3][CH2:4][CH3:5])[N:7]=1)(=[O:23])=[O:22]. (3) Given the reactants Cl[C:2]1[N:7]=[C:6]([C:8]2[N:12]3[CH:13]=[CH:14][CH:15]=[CH:16][C:11]3=[N:10][C:9]=2[C:17]2[CH:18]=[CH:19][C:20]([O:34][CH2:35][CH3:36])=[C:21]([CH:33]=2)[C:22]([NH:24][C:25]2[C:30]([F:31])=[CH:29][CH:28]=[CH:27][C:26]=2[F:32])=[O:23])[CH:5]=[CH:4][N:3]=1.[CH2:37]([O:39][C:40]1[CH:46]=[C:45]([N:47]2[CH2:52][CH2:51][CH:50]([N:53]3[CH2:58][CH2:57][N:56]([S:59]([CH3:62])(=[O:61])=[O:60])[CH2:55][CH2:54]3)[CH2:49][CH2:48]2)[CH:44]=[CH:43][C:41]=1[NH2:42])[CH3:38].C1(C)C=CC(S(O)(=O)=O)=CC=1, predict the reaction product. The product is: [F:32][C:26]1[CH:27]=[CH:28][CH:29]=[C:30]([F:31])[C:25]=1[NH:24][C:22](=[O:23])[C:21]1[CH:33]=[C:17]([C:9]2[N:10]=[C:11]3[CH:16]=[CH:15][CH:14]=[CH:13][N:12]3[C:8]=2[C:6]2[CH:5]=[CH:4][N:3]=[C:2]([NH:42][C:41]3[CH:43]=[CH:44][C:45]([N:47]4[CH2:52][CH2:51][CH:50]([N:53]5[CH2:58][CH2:57][N:56]([S:59]([CH3:62])(=[O:61])=[O:60])[CH2:55][CH2:54]5)[CH2:49][CH2:48]4)=[CH:46][C:40]=3[O:39][CH2:37][CH3:38])[N:7]=2)[CH:18]=[CH:19][C:20]=1[O:34][CH2:35][CH3:36]. (4) Given the reactants C([O:8][C:9]1[CH:14]=[CH:13][C:12]([S:15]([CH3:18])(=[O:17])=[O:16])=[C:11]([O:19][CH3:20])[CH:10]=1)C1C=CC=CC=1, predict the reaction product. The product is: [CH3:18][S:15]([C:12]1[CH:13]=[CH:14][C:9]([OH:8])=[CH:10][C:11]=1[O:19][CH3:20])(=[O:16])=[O:17]. (5) Given the reactants [CH2:1]([N:3]([CH2:19][CH3:20])[CH2:4][CH2:5][N:6]1[CH2:11][CH2:10][C:9]2[NH:12][C:13]([CH:16]=O)=[C:14]([CH3:15])[C:8]=2[C:7]1=[O:18])[CH3:2].[NH:21]([C:25]1[CH:26]=[C:27]2[C:31](=[CH:32][CH:33]=1)[NH:30][C:29](=[O:34])[CH2:28]2)[C:22]([CH3:24])=[O:23], predict the reaction product. The product is: [CH2:1]([N:3]([CH2:19][CH3:20])[CH2:4][CH2:5][N:6]1[CH2:11][CH2:10][C:9]2[NH:12][C:13]([CH:16]=[C:28]3[C:27]4[C:31](=[CH:32][CH:33]=[C:25]([NH:21][C:22](=[O:23])[CH3:24])[CH:26]=4)[NH:30][C:29]3=[O:34])=[C:14]([CH3:15])[C:8]=2[C:7]1=[O:18])[CH3:2].[C:7]([NH2:6])(=[O:18])[CH3:8]. (6) Given the reactants [C:1]1([C:7]2[C:16]3[C:11](=[CH:12][C:13]([C:17]4[CH:22]=[CH:21][CH:20]=[CH:19][CH:18]=4)=[CH:14][CH:15]=3)[CH:10]=[CH:9][C:8]=2[O:23]CC)[CH:6]=[CH:5][CH:4]=[CH:3][CH:2]=1.Br.C(O)(=O)C, predict the reaction product. The product is: [C:1]1([C:7]2[C:16]3[C:11](=[CH:12][C:13]([C:17]4[CH:18]=[CH:19][CH:20]=[CH:21][CH:22]=4)=[CH:14][CH:15]=3)[CH:10]=[CH:9][C:8]=2[OH:23])[CH:2]=[CH:3][CH:4]=[CH:5][CH:6]=1. (7) Given the reactants [Br-].[CH2:2]([O:4][C:5]([CH2:7][NH+:8]1[C:16]2[C:11](=[CH:12][CH:13]=[CH:14][CH:15]=2)[CH:10](N2CCCC2)[C:9]1=C)=[O:6])[CH3:3].[C:23]([CH2:25][C:26]([O:28]C(C)(C)C)=[O:27])#[N:24].[CH3:33]C[O-].[Na+].Cl.FC(F)(F)C(O)=O, predict the reaction product. The product is: [C:23]([C:25](=[CH:33][C:10]1[C:11]2[C:16](=[CH:15][CH:14]=[CH:13][CH:12]=2)[N:8]([CH2:7][C:5]([O:4][CH2:2][CH3:3])=[O:6])[CH:9]=1)[C:26]([OH:28])=[O:27])#[N:24]. (8) Given the reactants C1C2C(COC([N:18]3[CH2:23][CH2:22][C:21]([C:42](=[O:58])[NH:43][C:44]4[CH:49]=[CH:48][CH:47]=[C:46]([N:50]5[CH2:55][CH2:54][C:53]([CH3:57])([CH3:56])[CH2:52][CH2:51]5)[CH:45]=4)([NH:24]C(OCC4C5C=CC=CC=5C5C4=CC=CC=5)=O)[CH2:20][CH2:19]3)=O)C3C(=CC=CC=3)C=2C=CC=1.C(N(C(C)C)CC)(C)C.O, predict the reaction product. The product is: [CH3:56][C:53]1([CH3:57])[CH2:52][CH2:51][N:50]([C:46]2[CH:45]=[C:44]([NH:43][C:42]([C:21]3([NH2:24])[CH2:22][CH2:23][NH:18][CH2:19][CH2:20]3)=[O:58])[CH:49]=[CH:48][CH:47]=2)[CH2:55][CH2:54]1. (9) The product is: [CH3:1][O:2][C:3]1[N:8]=[C:7]([CH:9]=[N:10][OH:11])[CH:6]=[CH:5][N:4]=1. Given the reactants [CH3:1][O:2][C:3]1[N:8]=[C:7]([CH3:9])[CH:6]=[CH:5][N:4]=1.[N:10](OCCCC)=[O:11].C[O-].[K+].Cl, predict the reaction product.